From a dataset of Forward reaction prediction with 1.9M reactions from USPTO patents (1976-2016). Predict the product of the given reaction. (1) Given the reactants Cl[CH2:2][CH2:3][CH:4](CS([O-])(=O)=O)[C:5]1[CH:10]=[CH:9][C:8]([Cl:11])=[CH:7][C:6]=1[Cl:12].[C:18]1(C)[C:19]([S:24]([CH2:27][N+:28]#[C-:29])(=[O:26])=[O:25])=[CH:20][CH:21]=[CH:22][CH:23]=1.[OH-].[Na+].[CH3:33]COC(C)=O, predict the reaction product. The product is: [Cl:12][C:6]1[CH:7]=[C:8]([Cl:11])[CH:9]=[CH:10][C:5]=1[CH:4]1[CH2:3][CH2:2][C:27]1([N+:28]#[C-:29])[S:24]([C:19]1[CH:18]=[CH:23][C:22]([CH3:33])=[CH:21][CH:20]=1)(=[O:25])=[O:26]. (2) Given the reactants [CH3:1][O:2][CH:3]1[CH2:8][CH2:7][CH2:6][CH:5]([C:9](O)=[O:10])[CH2:4]1.C(=O)([O-])O.[Na+], predict the reaction product. The product is: [CH3:1][O:2][CH:3]1[CH2:8][CH2:7][CH2:6][CH:5]([CH2:9][OH:10])[CH2:4]1. (3) Given the reactants [CH3:1][NH:2][CH2:3][CH2:4][NH2:5].[CH3:18][C:17]([O:16][C:14](O[C:14]([O:16][C:17]([CH3:20])([CH3:19])[CH3:18])=[O:15])=[O:15])([CH3:20])[CH3:19], predict the reaction product. The product is: [NH2:5][CH2:4][CH2:3][N:2]([CH3:1])[C:14](=[O:15])[O:16][C:17]([CH3:18])([CH3:19])[CH3:20]. (4) Given the reactants [C:1]([O:5][C:6](=[O:15])[NH:7][C:8]1[C:13](Br)=[CH:12][CH:11]=[CH:10][N:9]=1)([CH3:4])([CH3:3])[CH3:2].C([Li])CCC.[C:21]1([CH:27]2[CH2:32][CH2:31][C:30](=[O:33])[CH2:29][CH2:28]2)[CH:26]=[CH:25][CH:24]=[CH:23][CH:22]=1, predict the reaction product. The product is: [C:1]([O:5][C:6](=[O:15])[NH:7][C:8]1[C:13]([C:30]2([OH:33])[CH2:29][CH2:28][CH:27]([C:21]3[CH:26]=[CH:25][CH:24]=[CH:23][CH:22]=3)[CH2:32][CH2:31]2)=[CH:12][CH:11]=[CH:10][N:9]=1)([CH3:4])([CH3:3])[CH3:2]. (5) Given the reactants Cl[C:2]1[C:3]2[CH:10]=[CH:9][NH:8][C:4]=2[N:5]=[CH:6][N:7]=1.C(N(CC)CC)C.[CH3:18][C:19]([O:22][C:23]([NH:25][CH:26]1[CH2:31][CH2:30][NH:29][CH2:28][CH2:27]1)=[O:24])([CH3:21])[CH3:20], predict the reaction product. The product is: [C:19]([O:22][C:23](=[O:24])[NH:25][CH:26]1[CH2:31][CH2:30][N:29]([C:2]2[C:3]3[CH:10]=[CH:9][NH:8][C:4]=3[N:5]=[CH:6][N:7]=2)[CH2:28][CH2:27]1)([CH3:21])([CH3:18])[CH3:20]. (6) Given the reactants Cl.[NH2:2][C:3]1[C:4]2[C:14]([O:15][CH2:16][C:17]([NH2:20])([CH3:19])[CH3:18])=[CH:13][CH:12]=[CH:11][C:5]=2[NH:6][S:7](=[O:10])(=[O:9])[N:8]=1.[Br:21][C:22]1[CH:23]=[C:24]([CH:28]=[CH:29][N:30]=1)[C:25](O)=[O:26], predict the reaction product. The product is: [NH2:2][C:3]1[C:4]2[C:14]([O:15][CH2:16][C:17]([NH:20][C:25](=[O:26])[C:24]3[CH:28]=[CH:29][N:30]=[C:22]([Br:21])[CH:23]=3)([CH3:18])[CH3:19])=[CH:13][CH:12]=[CH:11][C:5]=2[NH:6][S:7](=[O:10])(=[O:9])[N:8]=1.